This data is from Full USPTO retrosynthesis dataset with 1.9M reactions from patents (1976-2016). The task is: Predict the reactants needed to synthesize the given product. (1) Given the product [CH2:9]([O:11][C:12](=[O:24])[CH:13]([NH:21][CH:22]=[O:23])[C:14]([S:8][CH2:6][CH3:7])([CH3:20])[CH2:15][CH2:16][CH2:17][CH2:18][CH3:19])[CH3:10], predict the reactants needed to synthesize it. The reactants are: C([Li])CCC.[CH2:6]([SH:8])[CH3:7].[CH2:9]([O:11][C:12](=[O:24])/[C:13](/[NH:21][CH:22]=[O:23])=[C:14](/[CH3:20])\[CH2:15][CH2:16][CH2:17][CH2:18][CH3:19])[CH3:10]. (2) Given the product [Cl:3][C:4]1[CH:5]=[C:6]([C:14]2[O:18][N:17]=[C:16]([C:19]3[CH:20]=[CH:21][CH:22]=[C:23]4[C:27]=3[N:26]([CH3:39])[CH:25]=[C:24]4[CH2:28][CH2:29][C:30]([O:32][C:33]([CH3:34])([CH3:36])[CH3:35])=[O:31])[N:15]=2)[CH:7]=[CH:8][C:9]=1[O:10][CH:11]([CH3:12])[CH3:13], predict the reactants needed to synthesize it. The reactants are: [H-].[Na+].[Cl:3][C:4]1[CH:5]=[C:6]([C:14]2[O:18][N:17]=[C:16]([C:19]3[CH:20]=[CH:21][CH:22]=[C:23]4[C:27]=3[NH:26][CH:25]=[C:24]4[CH2:28][CH2:29][C:30]([O:32][C:33]([CH3:36])([CH3:35])[CH3:34])=[O:31])[N:15]=2)[CH:7]=[CH:8][C:9]=1[O:10][CH:11]([CH3:13])[CH3:12].IC.[CH3:39]COC(C)=O.